From a dataset of Reaction yield outcomes from USPTO patents with 853,638 reactions. Predict the reaction yield, written as a fraction of the theoretical maximum amount of product (1.0 means a 100% yield; for example, 0.34 means a 34% yield). (1) The reactants are [OH:1][C:2]1[CH:3]=[C:4]([CH:9]=[C:10]([O:12][CH3:13])[CH:11]=1)[C:5]([O:7][CH3:8])=[O:6].C([O-])([O-])=O.[K+].[K+].Br[CH2:21][CH2:22][O:23][CH2:24][C:25]1[CH:30]=[CH:29][CH:28]=[CH:27][CH:26]=1. The catalyst is CN(C=O)C.CCOC(C)=O. The product is [CH2:24]([O:23][CH2:22][CH2:21][O:1][C:2]1[CH:3]=[C:4]([CH:9]=[C:10]([O:12][CH3:13])[CH:11]=1)[C:5]([O:7][CH3:8])=[O:6])[C:25]1[CH:30]=[CH:29][CH:28]=[CH:27][CH:26]=1. The yield is 0.900. (2) No catalyst specified. The product is [Cl:20][C:15]1[CH:14]=[C:13]([CH:4]([CH2:5][CH:6]2[CH2:10][CH2:9][C:8]([F:11])([F:12])[CH2:7]2)[C:3]([NH:22][C:23]2[S:24][CH:25]=[CH:26][N:27]=2)=[O:21])[CH:18]=[CH:17][C:16]=1[Cl:19]. The yield is 0.490. The reactants are CO[C:3](=[O:21])[CH:4]([C:13]1[CH:18]=[CH:17][C:16]([Cl:19])=[C:15]([Cl:20])[CH:14]=1)[CH2:5][CH:6]1[CH2:10][CH2:9][C:8]([F:12])([F:11])[CH2:7]1.[NH2:22][C:23]1[S:24][CH:25]=[CH:26][N:27]=1.C[O-].[Mg+2].C[O-].CO.